This data is from TAP: 5 developability metrics (CDR length, charge patches, hydrophobicity). The task is: Multi-output Regression. Predict 5 antibody developability metrics. (1) The antibody is ["['EVQLVESGGGLVQPGGSLRLSCAASGYTFTSYVIHWVRQAPGKGLEWVGYNNPYNAGTNYNEKFKGRFTISSDKSKNTAYLQMNSLRAEDTAVYYCSRPTMLPWFAYWGQGTLVTVSS'\\n 'DIQMTQSPSSLSASVGDRVTITCRASQAVSSAVAWYQQKPGKAPKLLIYSASHRYTGVPSRFSGSGSGTDFTLTISSLQPEDFATYYCQESYSTPWTFGQGTKVEIK']"]. Developability metrics: CDR_Length=45.0, PSH=111, PPC=0.113, PNC=0, SFvCSP=16.4. (2) The antibody is ["['EVQLVESGGKLLKPGGSLKLSCAASGFTFSSFAMSWFRQSPEKRLEWVAEISSGGSYTYYPDTVTGRFTISRDNAKNTLYLEMSSLRSEDTAMYYCARGLWGYYALDYWGQGTSVTVSS'\\n 'QIVLIQSPAIMSASPGEKVTMTCSASSSVSYMYWYQQKPGSSPRLLIYDTSNLASGVPVRFSGSGSGTSYSLTISRMEAEDAATYYCQQWSGYPYTFGGGTKLEIK']"]. Developability metrics: CDR_Length=45.0, PSH=129, PPC=0, PNC=0, SFvCSP=0. (3) The antibody is ["['QVKLQESGAELARPGASVKLSCKASGYTFTNYWMQWVKQRPGQGLDWIGAIYPGDGNTRYTHKFKGKATLTADKSSSTAYMQLSSLASEDSGVYYCARGEGNYAWFAYWGQGTTVTVSS'\\n 'DIELTQSPASLSASVGETVTITCQASENIYSYLAWHQQKQGKSPQLLVYNAKTLAGGVSSRFSGSGSGTHFSLKIKSLQPEDFGIYYCQHHYGILPTFGGGTKLEIK']"]. Developability metrics: CDR_Length=46.0, PSH=130, PPC=0, PNC=0, SFvCSP=16.3. (4) The antibody is ["['QVQLQQSGAEVKKPGSSVKVSCKASGYTFTSYNMHWVKQAPGQGLEWIGAIYPGMGDTSYNQKFKGKATLTADESTNTAYMELSSLRSEDTAFYYCARSTYYGGDWYFDVWGQGTTVTVSS'\\n 'DIQLTQSPSSLSASVGDRVTMTCRASSSVSYIHWFQQKPGKAPKPWIYATSNLASGVPVRFSGSGSGTDYTFTISSLQPEDIATYYCQQWTSNPPTFGGGTKLEIK']"]. Developability metrics: CDR_Length=47.0, PSH=132, PPC=0, PNC=0, SFvCSP=-6.00. (5) The antibody is ["['EVQLLESGGGLVQPGGSLRLSCAASGFTFSSYAMSWVRQAPGKGLEWVSTISSGGSYTSYPDSVKGRFTISRDNSKNTLYLQMNSLRAEDTAVYYCAKQDYAMNYWGQGTLVTVSS'\\n 'DIQMTQSPSSLSASVGDRVTITCKASQDVSTAVAWYQQKPGKAPKLLIYSASYRYTGVPSRFSGSGSGTDFTLTISSLQPEDFATYYCQQHYSTPWTFGGGTKVEIK']"]. Developability metrics: CDR_Length=43.0, PSH=127, PPC=0, PNC=0, SFvCSP=0. (6) The antibody is ["['QVQLVQSGAEVKKPGASVKVSCKASGYTFTSYWMHWVRQAPGQGLEWIGNINPSNGGTNYNEKFKSKATMTRDTSTSTAYMELSSLRSEDTAVYYCELMQGYWGQGTLVTVSS'\\n 'DIVMTQSPLSNPVTLGQPVSISCRSSKSLLYKDGKTYLNWFLQRPGQSPQLLIYLMSTRASGVPDRFSGGGSGTDFTLKISRVEAEDVGVYYCQQLVEYPLTFGQGTKLEIK']"]. Developability metrics: CDR_Length=45.0, PSH=111, PPC=0.0657, PNC=0.0452, SFvCSP=6.00. (7) The antibody is ["['QVQLVQSGAEVKKPGSSVKVSCKASGYTFTDQTIHWMRQAPGQGLEWIGYIYPRDDSPKYNENFKGKVTITADKSTSTAYMELSSLRSEDTAVYYCAIPDRSGYAWFIYWGQGTLVTVSS'\\n 'DIQMTQSPSSLSASVGDRVTITCKASRDVAIAVAWYQQKPGKVPKLLIYWASTRHTGVPSRFSGSGSRTDFTLTISSLQPEDVADYFCHQYSSYPFTFGSGTKLEIK']"]. Developability metrics: CDR_Length=47.0, PSH=141, PPC=0.526, PNC=1.21, SFvCSP=8.61. (8) Developability metrics: CDR_Length=50.0, PSH=117, PPC=1.31, PNC=0, SFvCSP=19.2. The antibody is ["['QVQLVESGGGVVQPGRSLRLSCAASGFTFSSFGMHWVRQAPGKGLEWVAYISSGSFTIYYADSVKGRFTISRDNSKNTLYLQMNSLRAEDTAVYYCARMRKGYAMDYWGQGTLVTVSS'\\n 'DVVMTQSPLSLPVTLGQPASISCRSSQIIIHSDGNTYLEWFQQRPGQSPRRLIYKVSNRFSGVPDRFSGSGSGTDFTLKISRVEAEDVGVYYCFQGSHVPHTFGQGTKVEIK']"].